Predict the product of the given reaction. From a dataset of Forward reaction prediction with 1.9M reactions from USPTO patents (1976-2016). (1) Given the reactants [F:1][C:2]1[CH:3]=[C:4]([CH:7]=[C:8]([C:10]([F:13])([F:12])[F:11])[CH:9]=1)[CH:5]=O.[C@@H:14]1([NH2:24])[C:23]2[C:18](=[CH:19][CH:20]=[CH:21][CH:22]=2)[CH2:17][CH2:16][CH2:15]1, predict the reaction product. The product is: [F:1][C:2]1[CH:3]=[C:4]([CH:7]=[C:8]([C:10]([F:13])([F:12])[F:11])[CH:9]=1)[CH2:5][NH:24][C@@H:14]1[C:23]2[C:18](=[CH:19][CH:20]=[CH:21][CH:22]=2)[CH2:17][CH2:16][CH2:15]1. (2) Given the reactants [F:1][C:2]1[CH:15]=[CH:14][C:5]([O:6][CH2:7][C:8]([O:10]C(C)C)=[O:9])=[C:4]([CH3:16])[C:3]=1[NH:17][CH2:18][C:19]1[CH:24]=[C:23]([C:25]2[CH:30]=[CH:29][CH:28]=[C:27]([F:31])[CH:26]=2)[CH:22]=[C:21]([CH3:32])[C:20]=1[F:33].[OH-].[Na+], predict the reaction product. The product is: [F:1][C:2]1[CH:15]=[CH:14][C:5]([O:6][CH2:7][C:8]([OH:10])=[O:9])=[C:4]([CH3:16])[C:3]=1[NH:17][CH2:18][C:19]1[CH:24]=[C:23]([C:25]2[CH:30]=[CH:29][CH:28]=[C:27]([F:31])[CH:26]=2)[CH:22]=[C:21]([CH3:32])[C:20]=1[F:33].